Dataset: Reaction yield outcomes from USPTO patents with 853,638 reactions. Task: Predict the reaction yield, written as a fraction of the theoretical maximum amount of product (1.0 means a 100% yield; for example, 0.34 means a 34% yield). (1) The reactants are [CH2:1]([N:3]1[CH2:8][CH2:7][NH:6][CH2:5][CH2:4]1)[CH3:2].C(=O)([O-])[O-].[K+].[K+].Br[CH2:16][CH2:17][OH:18]. The catalyst is C(#N)C. The product is [CH2:1]([N:3]1[CH2:8][CH2:7][N:6]([CH2:16][CH2:17][OH:18])[CH2:5][CH2:4]1)[CH3:2]. The yield is 0.780. (2) The reactants are Cl.[CH:2]([N:5]1[C:9]([C:10]2[N:19]=[C:18]3[N:12]([CH2:13][CH2:14][O:15][C:16]4[CH:23]=[C:22]([CH:24]5[CH2:29][CH2:28][NH:27][CH2:26][CH2:25]5)[CH:21]=[CH:20][C:17]=43)[CH:11]=2)=[N:8][C:7]([CH3:30])=[N:6]1)([CH3:4])[CH3:3].C(N(CC)CC)C.Cl[CH2:39][C:40]([NH:42][CH2:43][CH3:44])=[O:41]. The catalyst is C(Cl)Cl.[I-].C([N+](CCCC)(CCCC)CCCC)CCC. The product is [CH2:43]([NH:42][C:40](=[O:41])[CH2:39][N:27]1[CH2:28][CH2:29][CH:24]([C:22]2[CH:21]=[CH:20][C:17]3[C:18]4[N:12]([CH:11]=[C:10]([C:9]5[N:5]([CH:2]([CH3:4])[CH3:3])[N:6]=[C:7]([CH3:30])[N:8]=5)[N:19]=4)[CH2:13][CH2:14][O:15][C:16]=3[CH:23]=2)[CH2:25][CH2:26]1)[CH3:44]. The yield is 0.550. (3) The reactants are [OH:1][C:2]1[CH:3]=[CH:4][CH:5]=[C:6]2[C:11]=1[N:10]=[C:9]([CH:12]=[O:13])[CH:8]=[CH:7]2.N1C=CN=C1.[C:19]([Si:23](Cl)([CH3:25])[CH3:24])([CH3:22])([CH3:21])[CH3:20]. The catalyst is C(Cl)Cl. The product is [Si:23]([O:1][C:2]1[CH:3]=[CH:4][CH:5]=[C:6]2[C:11]=1[N:10]=[C:9]([CH:12]=[O:13])[CH:8]=[CH:7]2)([C:19]([CH3:22])([CH3:21])[CH3:20])([CH3:25])[CH3:24]. The yield is 0.830. (4) The catalyst is COCCOC.[Br-].C([N+](CCCC)(CCCC)CCCC)CCC. The product is [Br:1][C:2]1[CH:13]=[CH:12][C:5]([CH2:6][N:7]([CH3:11])[CH2:8][CH2:9][N:18]2[CH2:19][CH2:20][N:15]([CH3:14])[CH2:16][CH2:17]2)=[CH:4][CH:3]=1. The yield is 0.690. The reactants are [Br:1][C:2]1[CH:13]=[CH:12][C:5]([CH2:6][N:7]([CH3:11])[CH2:8][CH2:9]Cl)=[CH:4][CH:3]=1.[CH3:14][N:15]1[CH2:20][CH2:19][NH:18][CH2:17][CH2:16]1.